The task is: Predict the reaction yield, written as a fraction of the theoretical maximum amount of product (1.0 means a 100% yield; for example, 0.34 means a 34% yield).. This data is from Reaction yield outcomes from USPTO patents with 853,638 reactions. (1) The reactants are [NH:1]1[C:9]2[C:4](=[CH:5][CH:6]=[CH:7][CH:8]=2)[C:3](/[CH:10]=[CH:11]/[C:12]2[CH:20]=[CH:19][C:15]([C:16]([OH:18])=O)=[CH:14][CH:13]=2)=[N:2]1.C(OC(=O)[NH:27][C@H:28]1[CH2:32][CH2:31][NH:30][CH2:29]1)(C)(C)C.O.ON1C2C=CC=CC=2N=N1.Cl.C(N=C=NCCCN(C)C)C.CN1CCOCC1.Cl.CO. The catalyst is CO. The product is [NH:1]1[C:9]2[C:4](=[CH:5][CH:6]=[CH:7][CH:8]=2)[C:3](/[CH:10]=[CH:11]/[C:12]2[CH:13]=[CH:14][C:15]([C:16]([N:30]3[CH2:31][CH2:32][C@H:28]([NH2:27])[CH2:29]3)=[O:18])=[CH:19][CH:20]=2)=[N:2]1. The yield is 0.220. (2) The reactants are [CH:1](=[N:8]/[C:9]1C=CC=[C:14]2[C:10]=1CO[C:13]2=O)\[C:2]1[CH:7]=[CH:6][CH:5]=[CH:4][CH:3]=1.[CH2:19]([O:21][CH:22]([O:31][CH2:32][CH3:33])[C:23]1[CH:24]=[C:25]([CH:28]=[CH:29][CH:30]=1)[CH:26]=O)[CH3:20].[CH3:34][O-:35].[Na+].CO.[C:39]([O:43][CH2:44]C)(=[O:42])[CH2:40][CH3:41]. The product is [CH2:19]([O:21][CH:22]([O:31][CH2:32][CH3:33])[C:23]1[CH:24]=[C:25]([CH:26]2[C:34](=[O:35])[C:41]3[C:40]([C:39]([O:43][CH3:44])=[O:42])=[CH:13][CH:14]=[CH:10][C:9]=3[NH:8][CH:1]2[C:2]2[CH:3]=[CH:4][CH:5]=[CH:6][CH:7]=2)[CH:28]=[CH:29][CH:30]=1)[CH3:20]. No catalyst specified. The yield is 0.250. (3) The reactants are [I:1][C:2]1[CH:3]=[C:4]2[C:8](=[CH:9][CH:10]=1)[NH:7][C:6](=[O:11])[C:5]2=O.[C:13]1([C:23]2[CH:28]=[CH:27][CH:26]=[CH:25][CH:24]=2)[CH:18]=[CH:17][C:16]([C:19]([NH:21][NH2:22])=[O:20])=[CH:15][CH:14]=1. The catalyst is C(O)(=O)C. The product is [I:1][C:2]1[CH:3]=[C:4]2[C:8](=[CH:9][CH:10]=1)[NH:7][C:6](=[O:11])[C:5]2=[N:22][NH:21][C:19]([C:16]1[CH:17]=[CH:18][C:13]([C:23]2[CH:24]=[CH:25][CH:26]=[CH:27][CH:28]=2)=[CH:14][CH:15]=1)=[O:20]. The yield is 0.860. (4) The reactants are [NH2:1][C:2]1[CH:31]=[CH:30][C:5]([O:6][C:7]2[CH:12]=[CH:11][N:10]=[C:9]3[CH:13]=[C:14]([C:16]4[CH:21]=[CH:20][C:19]([C:22]([N:24]5[CH2:29][CH2:28][O:27][CH2:26][CH2:25]5)=[O:23])=[CH:18][CH:17]=4)[S:15][C:8]=23)=[C:4]([F:32])[CH:3]=1.[NH:33]1[C:37]2[CH:38]=[CH:39][CH:40]=[CH:41][C:36]=2[N:35]=[C:34]1[CH2:42][C:43](O)=[O:44]. No catalyst specified. The product is [NH:33]1[C:37]2[CH:38]=[CH:39][CH:40]=[CH:41][C:36]=2[N:35]=[C:34]1[CH2:42][C:43]([NH:1][C:2]1[CH:31]=[CH:30][C:5]([O:6][C:7]2[CH:12]=[CH:11][N:10]=[C:9]3[CH:13]=[C:14]([C:16]4[CH:17]=[CH:18][C:19]([C:22]([N:24]5[CH2:25][CH2:26][O:27][CH2:28][CH2:29]5)=[O:23])=[CH:20][CH:21]=4)[S:15][C:8]=23)=[C:4]([F:32])[CH:3]=1)=[O:44]. The yield is 0.0600. (5) The reactants are [CH2:1]([C:3]1[CH:4]=[C:5]2[C:9](=[CH:10][CH:11]=1)[NH:8][CH:7]=[CH:6]2)[CH3:2].Cl.[CH3:13][NH:14][CH3:15].[CH2:16]=O. The catalyst is C(O)(C)C. The product is [CH2:1]([C:3]1[CH:4]=[C:5]2[C:9](=[CH:10][CH:11]=1)[NH:8][CH:7]=[C:6]2[CH2:13][N:14]([CH3:16])[CH3:15])[CH3:2]. The yield is 0.970.